Dataset: Full USPTO retrosynthesis dataset with 1.9M reactions from patents (1976-2016). Task: Predict the reactants needed to synthesize the given product. (1) Given the product [OH2:12].[C:1]([C:5]1[CH:6]=[CH:7][C:8]([CH2:9][N:10]([CH2:20][C:21]2[CH:22]=[C:23]([CH:29]=[CH:30][CH:31]=2)[O:24][CH2:25][C:26]([OH:28])=[O:27])[S:11]([C:14]2[CH:15]=[N:16][CH:17]=[CH:18][CH:19]=2)(=[O:12])=[O:13])=[CH:32][CH:33]=1)([CH3:4])([CH3:2])[CH3:3].[C:1]([C:5]1[CH:6]=[CH:7][C:8]([CH2:9][N:10]([CH2:20][C:21]2[CH:22]=[C:23]([CH:29]=[CH:30][CH:31]=2)[O:24][CH2:25][C:26]([OH:28])=[O:27])[S:11]([C:14]2[CH:15]=[N:16][CH:17]=[CH:18][CH:19]=2)(=[O:12])=[O:13])=[CH:32][CH:33]=1)([CH3:4])([CH3:2])[CH3:3], predict the reactants needed to synthesize it. The reactants are: [C:1]([C:5]1[CH:33]=[CH:32][C:8]([CH2:9][N:10]([CH2:20][C:21]2[CH:22]=[C:23]([CH:29]=[CH:30][CH:31]=2)[O:24][CH2:25][C:26]([OH:28])=[O:27])[S:11]([C:14]2[CH:15]=[N:16][CH:17]=[CH:18][CH:19]=2)(=[O:13])=[O:12])=[CH:7][CH:6]=1)([CH3:4])([CH3:3])[CH3:2].CO.[OH-].[Na+]. (2) Given the product [CH:8]1([N:11]2[C:19]3[C:14](=[C:15]([O:23][CH3:24])[CH:16]=[C:17]([C:20]([N:32]4[CH2:33][CH2:34][C:29]5([CH2:28][C:27](=[O:26])[C:41]6[C:36](=[CH:37][CH:38]=[C:39]([C:42]7[CH:43]=[N:44][CH:45]=[C:46]([CH:50]=7)[C:47]([OH:49])=[O:48])[CH:40]=6)[O:35]5)[CH2:30][CH2:31]4)=[O:22])[CH:18]=3)[CH:13]=[CH:12]2)[CH2:9][CH2:10]1, predict the reactants needed to synthesize it. The reactants are: C(N(CC)CC)C.[CH:8]1([N:11]2[C:19]3[C:14](=[C:15]([O:23][CH3:24])[CH:16]=[C:17]([C:20]([OH:22])=O)[CH:18]=3)[CH:13]=[CH:12]2)[CH2:10][CH2:9]1.Cl.[O:26]=[C:27]1[C:41]2[C:36](=[CH:37][CH:38]=[C:39]([C:42]3[CH:43]=[N:44][CH:45]=[C:46]([CH:50]=3)[C:47]([OH:49])=[O:48])[CH:40]=2)[O:35][C:29]2([CH2:34][CH2:33][NH:32][CH2:31][CH2:30]2)[CH2:28]1.Cl. (3) Given the product [CH3:14][C:15]1([CH3:29])[CH2:20][O:19][B:18]([C:2]2[CH:3]=[CH:4][C:5]([N:9]3[CH:13]=[CH:12][CH:11]=[N:10]3)=[C:6]([CH:8]=2)[NH2:7])[O:17][CH2:16]1, predict the reactants needed to synthesize it. The reactants are: Br[C:2]1[CH:3]=[CH:4][C:5]([N:9]2[CH:13]=[CH:12][CH:11]=[N:10]2)=[C:6]([CH:8]=1)[NH2:7].[CH3:14][C:15]1([CH3:29])[CH2:20][O:19][B:18]([B:18]2[O:19][CH2:20][C:15]([CH3:29])([CH3:14])[CH2:16][O:17]2)[O:17][CH2:16]1.C([O-])(=O)C.[K+]. (4) The reactants are: Cl.[NH2:2][C@@H:3]1[CH2:8][CH2:7][C@H:6]([NH:9][C:10](=[O:27])[C:11]2[CH:16]=[C:15]([F:17])[CH:14]=[N:13][C:12]=2[O:18][C:19]2[CH:24]=[CH:23][CH:22]=[C:21]([S:25][CH3:26])[CH:20]=2)[CH2:5][CH2:4]1.C(N(CC)CC)C.[Cl:35][CH2:36][CH2:37][CH2:38][CH2:39][C:40](Cl)=[O:41]. Given the product [Cl:35][CH2:36][CH2:37][CH2:38][CH2:39][C:40]([NH:2][C@@H:3]1[CH2:8][CH2:7][C@H:6]([NH:9][C:10](=[O:27])[C:11]2[CH:16]=[C:15]([F:17])[CH:14]=[N:13][C:12]=2[O:18][C:19]2[CH:24]=[CH:23][CH:22]=[C:21]([S:25][CH3:26])[CH:20]=2)[CH2:5][CH2:4]1)=[O:41], predict the reactants needed to synthesize it. (5) Given the product [CH2:1]([N:3]1[CH:8]2[CH2:9][CH2:10][CH:4]1[CH2:5][CH:6]([C:11]1[N:16]3[N:17]=[C:18]([C:21]4[CH:26]=[CH:25][N:24]=[CH:23][CH:22]=4)[C:19]([C:33]4[CH:32]=[CH:31][C:30]([NH:44][C:45](=[O:51])[O:46][C:47]([CH3:48])([CH3:49])[CH3:50])=[C:29]([O:28][CH3:27])[CH:34]=4)=[C:15]3[N:14]=[CH:13][CH:12]=1)[CH2:7]2)[CH3:2], predict the reactants needed to synthesize it. The reactants are: [CH2:1]([N:3]1[CH:8]2[CH2:9][CH2:10][CH:4]1[CH2:5][CH:6]([C:11]1[N:16]3[N:17]=[C:18]([C:21]4[CH:26]=[CH:25][N:24]=[CH:23][CH:22]=4)[C:19](I)=[C:15]3[N:14]=[CH:13][CH:12]=1)[CH2:7]2)[CH3:2].[CH3:27][O:28][C:29]1[CH:34]=[C:33](B2OC(C)(C)C(C)(C)O2)[CH:32]=[CH:31][C:30]=1[NH:44][C:45](=[O:51])[O:46][C:47]([CH3:50])([CH3:49])[CH3:48]. (6) The reactants are: C([N:8]1[C@H:22]([CH3:23])[CH2:21][N:11]2[C:12](=[O:20])[C:13]3[CH:14]=[CH:15][CH:16]=[CH:17][C:18]=3[CH2:19][C@@H:10]2[CH2:9]1)C1C=CC=CC=1.[H][H]. Given the product [CH3:23][C@@H:22]1[CH2:21][N:11]2[C:12](=[O:20])[C:13]3[CH:14]=[CH:15][CH:16]=[CH:17][C:18]=3[CH2:19][C@@H:10]2[CH2:9][NH:8]1, predict the reactants needed to synthesize it. (7) Given the product [Cl:44][C:45]1[CH:46]=[CH:47][C:48]([O:66][CH3:67])=[C:49]([C:51]2[C:60]3[C:55](=[CH:56][C:57]([S:61]([O:79][C:70]4[C:71]([F:78])=[C:72]([F:77])[C:73]([F:76])=[C:74]([F:75])[C:69]=4[F:68])(=[O:63])=[O:62])=[CH:58][CH:59]=3)[C:54](=[O:65])[NH:53][N:52]=2)[CH:50]=1, predict the reactants needed to synthesize it. The reactants are: C(SC1C=C2C(C(C3C=CC=CC=3OC)=NNC2=O)=CC=1)C1C=CC=CC=1.ClN1C(C)(C)C(=O)N(Cl)C1=O.S(Cl)(Cl)(=O)=O.[Cl:44][C:45]1[CH:46]=[CH:47][C:48]([O:66][CH3:67])=[C:49]([C:51]2[C:60]3[C:55](=[CH:56][C:57]([S:61](Cl)(=[O:63])=[O:62])=[CH:58][CH:59]=3)[C:54](=[O:65])[NH:53][N:52]=2)[CH:50]=1.[F:68][C:69]1[C:74]([F:75])=[C:73]([F:76])[C:72]([F:77])=[C:71]([F:78])[C:70]=1[OH:79].C(N(CC)CC)C. (8) The reactants are: C(OC([N:8]1[CH2:12][CH2:11][CH2:10][C@@H:9]1[C:13](=[O:39])[NH:14][CH2:15][CH:16]1[CH2:21][CH2:20][CH:19]([CH2:22][N:23]2[CH2:29][CH2:28][C:27]3[CH:30]=[CH:31][C:32]([C:34](=[O:38])[CH:35]([CH3:37])[CH3:36])=[CH:33][C:26]=3[CH2:25][CH2:24]2)[CH2:18][CH2:17]1)=O)(C)(C)C.C(O)(C(F)(F)F)=O.[CH3:47][C:48]1[CH:57]=[CH:56][C:55]2[C:54]([C:58]([OH:60])=O)=[CH:53][CH:52]=[CH:51][C:50]=2[N:49]=1. Given the product [CH3:36][CH:35]([CH3:37])[C:34]([C:32]1[CH:31]=[CH:30][C:27]2[CH2:28][CH2:29][N:23]([CH2:22][CH:19]3[CH2:18][CH2:17][CH:16]([CH2:15][NH:14][C:13]([C@H:9]4[CH2:10][CH2:11][CH2:12][N:8]4[C:58]([C:54]4[CH:53]=[CH:52][CH:51]=[C:50]5[C:55]=4[CH:56]=[CH:57][C:48]([CH3:47])=[N:49]5)=[O:60])=[O:39])[CH2:21][CH2:20]3)[CH2:24][CH2:25][C:26]=2[CH:33]=1)=[O:38], predict the reactants needed to synthesize it. (9) The reactants are: [Br:1][C:2]1[CH:3]=[C:4]([CH:6]=[C:7]([F:9])[CH:8]=1)[NH2:5].[CH3:10][O:11][C:12]1[CH:17]=[CH:16][C:15]([S:18](Cl)(=[O:20])=[O:19])=[CH:14][CH:13]=1. Given the product [Br:1][C:2]1[CH:3]=[C:4]([NH:5][S:18]([C:15]2[CH:14]=[CH:13][C:12]([O:11][CH3:10])=[CH:17][CH:16]=2)(=[O:20])=[O:19])[CH:6]=[C:7]([F:9])[CH:8]=1, predict the reactants needed to synthesize it.